From a dataset of Reaction yield outcomes from USPTO patents with 853,638 reactions. Predict the reaction yield, written as a fraction of the theoretical maximum amount of product (1.0 means a 100% yield; for example, 0.34 means a 34% yield). (1) The reactants are [Cl:1][C:2]1[CH:10]=[C:9]2[C:5]([CH2:6][C:7](=O)[NH:8]2)=[CH:4][CH:3]=1.CNCCNC.P([O-])([O-])([O-])=O.[K+].[K+].[K+].Br[C:27]1[CH:28]=[N:29][N:30]([CH2:32][CH2:33][CH3:34])[CH:31]=1. The catalyst is C1(C)C=CC=CC=1.[Cu]I. The product is [Cl:1][C:2]1[CH:10]=[C:9]2[C:5]([CH:6]=[CH:7][N:8]2[C:27]2[CH:28]=[N:29][N:30]([CH2:32][CH2:33][CH3:34])[CH:31]=2)=[CH:4][CH:3]=1. The yield is 0.880. (2) The reactants are [Cl:1][C:2]1[CH:3]=[C:4]2[C:10]3([CH2:15][CH2:14][N:13](C(OC(C)(C)C)=O)[CH2:12][CH2:11]3)[CH2:9][N:8]([C:23]([C:25]3[CH:30]=[CH:29][N:28]=[C:27]([Cl:31])[CH:26]=3)=[O:24])[C:5]2=[CH:6][CH:7]=1.Cl.C(=O)(O)[O-].[Na+]. The catalyst is O1CCOCC1. The product is [Cl:31][C:27]1[CH:26]=[C:25]([C:23]([N:8]2[C:5]3[C:4](=[CH:3][C:2]([Cl:1])=[CH:7][CH:6]=3)[C:10]3([CH2:11][CH2:12][NH:13][CH2:14][CH2:15]3)[CH2:9]2)=[O:24])[CH:30]=[CH:29][N:28]=1. The yield is 0.910. (3) The reactants are [NH2:1][C:2]1[N:7]=[C:6]([O:8]S(C(F)(F)F)(=O)=O)[C:5]([F:16])=[C:4]([C:17]2[O:18][CH:19]=[CH:20][CH:21]=2)[N:3]=1.O[CH2:23][C:24]1[CH:29]=[CH:28][CH:27]=[CH:26][N:25]=1.C1CCN2C(=NCCC2)CC1. The catalyst is COCCOC. The product is [F:16][C:5]1[C:4]([C:17]2[O:18][CH:19]=[CH:20][CH:21]=2)=[N:3][C:2]([NH2:1])=[N:7][C:6]=1[O:8][CH2:23][C:24]1[CH:29]=[CH:28][CH:27]=[CH:26][N:25]=1. The yield is 0.100. (4) The reactants are [Br:1][C:2]1[C:11]2[C:6](=[CH:7][CH:8]=[C:9]([S:12]([CH3:15])(=[O:14])=[O:13])[CH:10]=2)[CH:5]=[CH:4][C:3]=1[NH:16][C:17](=[O:23])[O:18][C:19]([CH3:22])([CH3:21])[CH3:20].[H-].[Na+].[Cl:26][CH:27]=[CH:28][CH2:29]Cl. The yield is 0.970. The product is [Br:1][C:2]1[C:11]2[C:6](=[CH:7][CH:8]=[C:9]([S:12]([CH3:15])(=[O:14])=[O:13])[CH:10]=2)[CH:5]=[CH:4][C:3]=1[N:16]([CH2:29][CH:28]=[CH:27][Cl:26])[C:17](=[O:23])[O:18][C:19]([CH3:20])([CH3:22])[CH3:21]. The catalyst is CN(C=O)C.[Na+].[Cl-]. (5) The catalyst is CO.O. The product is [CH3:1][C:2]1[C:7](=[O:8])[C:6]([CH3:9])=[C:5]([CH3:10])[C:4](=[O:11])[C:3]=1[CH2:12][C:13]1[CH:14]=[CH:15][C:16]([OH:32])=[C:17]([CH:31]=1)[C:18]([NH:20][C:21]1[CH:22]=[CH:23][C:24]([C:27]([F:30])([F:28])[F:29])=[CH:25][CH:26]=1)=[O:19]. The reactants are [CH3:1][C:2]1[C:7](=[O:8])[C:6]([CH3:9])=[C:5]([CH3:10])[C:4](=[O:11])[C:3]=1[CH2:12][C:13]1[CH:14]=[CH:15][C:16]([O:32]C(=O)C)=[C:17]([CH:31]=1)[C:18]([NH:20][C:21]1[CH:26]=[CH:25][C:24]([C:27]([F:30])([F:29])[F:28])=[CH:23][CH:22]=1)=[O:19].C(=O)([O-])O.[Na+]. The yield is 0.940. (6) The reactants are Cl[C:2]1[N:7]=[C:6]([S:8]([CH3:11])(=[O:10])=[O:9])[N:5]=[C:4]([N:12]2[CH2:17][CH2:16][O:15][CH2:14][CH2:13]2)[CH:3]=1.[NH:18]1[C:26]2[CH:25]=[CH:24][CH:23]=[C:22](B(O)O)[C:21]=2[CH:20]=[CH:19]1.[O-]P([O-])([O-])=O.[K+].[K+].[K+]. The catalyst is C1C=CC(/C=C/C(/C=C/C2C=CC=CC=2)=O)=CC=1.C1C=CC(/C=C/C(/C=C/C2C=CC=CC=2)=O)=CC=1.C1C=CC(/C=C/C(/C=C/C2C=CC=CC=2)=O)=CC=1.[Pd].[Pd].C1(P(C2CCCCC2)C2CCCCC2)CCCCC1.O1CCOCC1. The product is [CH3:11][S:8]([C:6]1[N:7]=[C:2]([C:22]2[CH:23]=[CH:24][CH:25]=[C:26]3[C:21]=2[CH:20]=[CH:19][NH:18]3)[CH:3]=[C:4]([N:12]2[CH2:17][CH2:16][O:15][CH2:14][CH2:13]2)[N:5]=1)(=[O:10])=[O:9]. The yield is 0.620. (7) The reactants are [C:1]([O:5][C:6](=[O:30])[C@@H:7]([NH:22][C:23]([O:25][C:26]([CH3:29])([CH3:28])[CH3:27])=[O:24])[CH2:8][CH2:9][CH2:10][NH:11][CH:12]1[C:21]2[N:20]=[CH:19][CH:18]=[CH:17][C:16]=2[CH2:15][CH2:14][CH2:13]1)([CH3:4])([CH3:3])[CH3:2].[C:31]([O:35][C:36]([N:38]1[C:42]2[CH:43]=[CH:44][CH:45]=[CH:46][C:41]=2[N:40]=[C:39]1[CH2:47]Cl)=[O:37])([CH3:34])([CH3:33])[CH3:32].C(N(CC)C(C)C)(C)C. The catalyst is CC#N. The product is [C:31]([O:35][C:36]([N:38]1[C:42]2[CH:43]=[CH:44][CH:45]=[CH:46][C:41]=2[N:40]=[C:39]1[CH2:47][N:11]([CH2:10][CH2:9][CH2:8][CH:7]([C:6]([O:5][C:1]([CH3:4])([CH3:3])[CH3:2])=[O:30])[NH:22][C:23]([O:25][C:26]([CH3:29])([CH3:28])[CH3:27])=[O:24])[CH:12]1[C:21]2[N:20]=[CH:19][CH:18]=[CH:17][C:16]=2[CH2:15][CH2:14][CH2:13]1)=[O:37])([CH3:34])([CH3:33])[CH3:32]. The yield is 0.770. (8) The reactants are [Cl:1][C:2]1[CH:19]=[C:18]([CH:20]=[CH2:21])[CH:17]=[CH:16][C:3]=1[CH2:4][N:5]1[C:13](=[O:14])[C:12]2[C:7](=[CH:8][CH:9]=[CH:10][CH:11]=2)[C:6]1=[O:15].Br[CH:23]([C:28]1[CH:33]=[C:32]([Cl:34])[CH:31]=[C:30]([Cl:35])[CH:29]=1)[C:24]([F:27])([F:26])[F:25].N1C=CC=CC=1C1C=CC=CN=1. The catalyst is ClC1C=CC=CC=1Cl.Cl[Cu]. The product is [Cl:1][C:2]1[CH:19]=[C:18](/[CH:20]=[CH:21]/[CH:23]([C:28]2[CH:29]=[C:30]([Cl:35])[CH:31]=[C:32]([Cl:34])[CH:33]=2)[C:24]([F:27])([F:26])[F:25])[CH:17]=[CH:16][C:3]=1[CH2:4][N:5]1[C:13](=[O:14])[C:12]2[C:7](=[CH:8][CH:9]=[CH:10][CH:11]=2)[C:6]1=[O:15]. The yield is 0.500. (9) The reactants are [Br:1][C:2]1[CH:3]=[C:4]([C:8]2[O:9][C:10]([CH3:15])=[C:11]([CH3:14])[N+:12]=2[O-])[CH:5]=[CH:6][CH:7]=1.P(Cl)(Cl)([Cl:18])=O. The catalyst is C(Cl)(Cl)Cl. The product is [Br:1][C:2]1[CH:3]=[C:4]([C:8]2[O:9][C:10]([CH3:15])=[C:11]([CH2:14][Cl:18])[N:12]=2)[CH:5]=[CH:6][CH:7]=1. The yield is 0.720.